From a dataset of Reaction yield outcomes from USPTO patents with 853,638 reactions. Predict the reaction yield, written as a fraction of the theoretical maximum amount of product (1.0 means a 100% yield; for example, 0.34 means a 34% yield). (1) The reactants are [C:1]([C:3]1[C:11]2[C:6](=[CH:7][C:8]([O:12][CH3:13])=[CH:9][CH:10]=2)[N:5]([CH2:14][CH3:15])[C:4]=1[C:16]1[CH:26]=[CH:25][C:19]([O:20][CH2:21][C:22](O)=[O:23])=[CH:18][CH:17]=1)#[N:2].C(Cl)Cl.[C:30](Cl)(=[O:34])[C:31](Cl)=O.[CH3:36][N:37](C=O)[CH3:38]. No catalyst specified. The product is [CH2:14]([N:5]1[C:6]2[C:11](=[CH:10][CH:9]=[C:8]([O:12][CH3:13])[CH:7]=2)[C:3]([C:1]#[N:2])=[C:4]1[C:16]1[CH:17]=[CH:18][C:19]([O:20][CH2:21][C:22]([N:37]2[CH2:38][CH2:31][CH:30]([OH:34])[CH2:36]2)=[O:23])=[CH:25][CH:26]=1)[CH3:15]. The yield is 0.790. (2) The reactants are [CH3:1][O:2][C:3](=[O:12])[C:4]1[C:9](I)=[CH:8][CH:7]=[CH:6][C:5]=1[F:11].C([Mg]Cl)(C)C.C(O[B:22]1[O:26][C:25]([CH3:28])([CH3:27])[C:24]([CH3:30])([CH3:29])[O:23]1)(C)C.[NH4+].[Cl-]. The catalyst is C1COCC1. The product is [CH3:1][O:2][C:3](=[O:12])[C:4]1[C:9]([B:22]2[O:26][C:25]([CH3:28])([CH3:27])[C:24]([CH3:30])([CH3:29])[O:23]2)=[CH:8][CH:7]=[CH:6][C:5]=1[F:11]. The yield is 0.750. (3) The reactants are Cl.[NH2:2][C@@H:3]([CH2:11][CH:12]1[CH2:17][CH2:16][CH2:15][CH2:14][CH2:13]1)[C:4]([NH:6][CH2:7][CH2:8][O:9][CH3:10])=[O:5].[CH3:18][C:19]([O:22][C:23]([NH:25][C@H:26]([C:37](O)=[O:38])[CH2:27][C:28]1[C:36]2[C:31](=[CH:32][CH:33]=[CH:34][CH:35]=2)[S:30][CH:29]=1)=[O:24])([CH3:21])[CH3:20].C(Cl)CCl.C1C=CC2N(O)N=NC=2C=1.CN1CCOCC1. The catalyst is ClCCl. The product is [S:30]1[CH:29]=[C:28]([CH2:27][C@H:26]([NH:25][C:23]([O:22][C:19]([CH3:21])([CH3:18])[CH3:20])=[O:24])[C:37]([NH:2][C@@H:3]([CH2:11][CH:12]2[CH2:13][CH2:14][CH2:15][CH2:16][CH2:17]2)[C:4]([NH:6][CH2:7][CH2:8][O:9][CH3:10])=[O:5])=[O:38])[C:36]2[CH:35]=[CH:34][CH:33]=[CH:32][C:31]1=2. The yield is 0.960.